From a dataset of Reaction yield outcomes from USPTO patents with 853,638 reactions. Predict the reaction yield, written as a fraction of the theoretical maximum amount of product (1.0 means a 100% yield; for example, 0.34 means a 34% yield). (1) The reactants are [CH3:1][O:2][C:3]([C:5]1[NH:6][C:7](Br)=[CH:8][CH:9]=1)=[O:4].[C:11]1(B(O)O)[C:20]2[C:15](=[CH:16][CH:17]=[CH:18][CH:19]=2)[CH:14]=[CH:13][CH:12]=1.C(=O)([O-])[O-].[Na+].[Na+].C1([As](C2C=CC=CC=2)C2C=CC=CC=2)C=CC=CC=1. The catalyst is CN(C=O)C. The product is [CH3:1][O:2][C:3]([C:5]1[NH:6][C:7]([C:19]2[C:20]3[C:15](=[CH:14][CH:13]=[CH:12][CH:11]=3)[CH:16]=[CH:17][CH:18]=2)=[CH:8][CH:9]=1)=[O:4]. The yield is 0.810. (2) The reactants are [Cl:1][C:2]1[C:10]([NH:11][S:12]([C:15]2[S:16][CH:17]=[CH:18][CH:19]=2)(=[O:14])=[O:13])=[C:9]2[C:5]([CH:6]=[C:7]([C:20]([O:22]CC)=[O:21])[NH:8]2)=[CH:4][CH:3]=1.[OH-].[Na+].O1CCCC1. The catalyst is CO. The product is [Cl:1][C:2]1[C:10]([NH:11][S:12]([C:15]2[S:16][CH:17]=[CH:18][CH:19]=2)(=[O:14])=[O:13])=[C:9]2[C:5]([CH:6]=[C:7]([C:20]([OH:22])=[O:21])[NH:8]2)=[CH:4][CH:3]=1. The yield is 0.950. (3) The reactants are [CH3:1][C:2]1[C:6]([C:7]2[CH:8]=[C:9]3[C:13](=[CH:14][CH:15]=2)[NH:12][C:11](=[O:16])[C:10]3=[O:17])=[C:5]([CH3:18])[O:4][N:3]=1.[C:19]1([Mg]Br)[CH:24]=[CH:23][CH:22]=[CH:21][CH:20]=1. The catalyst is C1COCC1. The product is [CH3:1][C:2]1[C:6]([C:7]2[CH:8]=[C:9]3[C:13](=[CH:14][CH:15]=2)[NH:12][C:11](=[O:16])[C:10]3([OH:17])[C:19]2[CH:24]=[CH:23][CH:22]=[CH:21][CH:20]=2)=[C:5]([CH3:18])[O:4][N:3]=1. The yield is 0.940. (4) The reactants are [C:1]([O:9][C@@H:10]1[C@H:14]([O:15][C:16](=[O:23])[C:17]2[CH:22]=[CH:21][CH:20]=[CH:19][CH:18]=2)[C@@H:13]([CH2:24][O:25][C:26](=[O:33])[C:27]2[CH:32]=[CH:31][CH:30]=[CH:29][CH:28]=2)[O:12][C@H:11]1[N:34]1[C:41](=[O:42])[CH:40]=[C:38]([NH2:39])[NH:37][C:35]1=[O:36])(=[O:8])[C:2]1[CH:7]=[CH:6][CH:5]=[CH:4][CH:3]=1.[N:43]([O-])=O.[Na+].C(O)(=O)C. The catalyst is C(O)(C)=O.O.[Zn]. The product is [NH2:43][C:40]1[C:41](=[O:42])[N:34]([C@@H:11]2[O:12][C@H:13]([CH2:24][O:25][C:26](=[O:33])[C:27]3[CH:28]=[CH:29][CH:30]=[CH:31][CH:32]=3)[C@@H:14]([O:15][C:16](=[O:23])[C:17]3[CH:18]=[CH:19][CH:20]=[CH:21][CH:22]=3)[C@H:10]2[O:9][C:1](=[O:8])[C:2]2[CH:3]=[CH:4][CH:5]=[CH:6][CH:7]=2)[C:35](=[O:36])[NH:37][C:38]=1[NH2:39]. The yield is 0.880. (5) The reactants are [Cl:1][C:2]1[CH:7]=[CH:6][CH:5]=[CH:4][C:3]=1[N:8]1[C:12](=[O:13])[CH2:11][C:10](=[O:14])[NH:9]1.[CH3:15][C:16]1[C:23]([CH3:24])=[C:22]([O:25][CH2:26][CH2:27][CH3:28])[CH:21]=[CH:20][C:17]=1[CH:18]=O. The catalyst is C(O)C. The product is [Cl:1][C:2]1[CH:7]=[CH:6][CH:5]=[CH:4][C:3]=1[N:8]1[C:12](=[O:13])[C:11](=[CH:18][C:17]2[CH:20]=[CH:21][C:22]([O:25][CH2:26][CH2:27][CH3:28])=[C:23]([CH3:24])[C:16]=2[CH3:15])[C:10](=[O:14])[NH:9]1. The yield is 0.540. (6) The reactants are [CH3:1][C:2]([O:5][C:6]([N:8]1[CH2:13][CH2:12][N:11]([CH2:14][C:15]2[CH:16]=[C:17]([C:21]3[C:26]([F:27])=[CH:25][CH:24]=[C:23]([CH2:28][NH:29][C:30]([C:32]4[CH:33]=[C:34]([CH:38]=[CH:39][CH:40]=4)[C:35](O)=[O:36])=[O:31])[CH:22]=3)[CH:18]=[CH:19][CH:20]=2)[CH2:10][C@@H:9]1[CH3:41])=[O:7])([CH3:4])[CH3:3].CN(C(ON1N=NC2C=CC=CC1=2)=[N+](C)C)C.F[P-](F)(F)(F)(F)F.[NH2:66][CH2:67][C:68]1[C:73]([CH2:74][CH3:75])=[N:72][C:71]2[N:76]([CH2:79][CH3:80])[N:77]=[CH:78][C:70]=2[C:69]=1[NH:81][CH:82]1[CH2:87][CH2:86][O:85][CH2:84][CH2:83]1.CCN(C(C)C)C(C)C. The catalyst is ClCCl. The product is [CH2:79]([N:76]1[C:71]2=[N:72][C:73]([CH2:74][CH3:75])=[C:68]([CH2:67][NH:66][C:35]([C:34]3[CH:33]=[C:32]([C:30]([NH:29][CH2:28][C:23]4[CH:24]=[CH:25][C:26]([F:27])=[C:21]([C:17]5[CH:18]=[CH:19][CH:20]=[C:15]([CH2:14][N:11]6[CH2:12][CH2:13][N:8]([C:6]([O:5][C:2]([CH3:3])([CH3:1])[CH3:4])=[O:7])[C@@H:9]([CH3:41])[CH2:10]6)[CH:16]=5)[CH:22]=4)=[O:31])[CH:40]=[CH:39][CH:38]=3)=[O:36])[C:69]([NH:81][CH:82]3[CH2:83][CH2:84][O:85][CH2:86][CH2:87]3)=[C:70]2[CH:78]=[N:77]1)[CH3:80]. The yield is 0.665.